Task: Predict the product of the given reaction.. Dataset: Forward reaction prediction with 1.9M reactions from USPTO patents (1976-2016) Given the reactants [N:1]1([CH2:7][CH2:8][CH2:9][C:10]2[N:11]=[N+:12]([O-:23])[C:13]3[CH:22]=[C:21]4[C:17]([CH2:18][CH2:19][CH2:20]4)=[CH:16][C:14]=3[N:15]=2)[CH2:6][CH2:5][O:4][CH2:3][CH2:2]1.C[OH:25].C(Cl)Cl, predict the reaction product. The product is: [N:1]1([CH2:7][CH2:8][CH2:9][C:10]2[N:11]=[N+:12]([O-:23])[C:13]3[CH:22]=[C:21]4[C:17]([CH2:18][CH2:19][CH2:20]4)=[CH:16][C:14]=3[N+:15]=2[O-:25])[CH2:6][CH2:5][O:4][CH2:3][CH2:2]1.